This data is from Forward reaction prediction with 1.9M reactions from USPTO patents (1976-2016). The task is: Predict the product of the given reaction. (1) Given the reactants [ClH:1].[N:2]1[CH:7]=[CH:6][C:5]([N:8]2[CH2:36][CH2:35][C:11]3([CH2:16][CH2:15][N:14]([C:17]([C:19]4[S:27][C:26]5[CH2:25][CH2:24][N:23](C(OC(C)(C)C)=O)[CH2:22][C:21]=5[CH:20]=4)=[O:18])[CH2:13][CH2:12]3)[CH2:10][CH2:9]2)=[CH:4][CH:3]=1, predict the reaction product. The product is: [ClH:1].[N:2]1[CH:7]=[CH:6][C:5]([N:8]2[CH2:36][CH2:35][C:11]3([CH2:16][CH2:15][N:14]([C:17]([C:19]4[S:27][C:26]5[CH2:25][CH2:24][NH:23][CH2:22][C:21]=5[CH:20]=4)=[O:18])[CH2:13][CH2:12]3)[CH2:10][CH2:9]2)=[CH:4][CH:3]=1. (2) Given the reactants [F:8][C:7]([F:10])([F:9])[C:6](O[C:6](=O)[C:7]([F:10])([F:9])[F:8])=O.[F:14][C:15]1[CH:20]=[CH:19][CH:18]=[C:17]([F:21])[C:16]=1[C:22]1[NH:23][C:24]2[C:29]([CH:30]=1)=[CH:28][C:27]([NH:31][C:32]1[C:33]([NH2:40])=[CH:34][C:35]([O:38][CH3:39])=[CH:36][CH:37]=1)=[CH:26][CH:25]=2, predict the reaction product. The product is: [F:14][C:15]1[CH:20]=[CH:19][CH:18]=[C:17]([F:21])[C:16]=1[C:22]1[NH:23][C:24]2[C:29]([CH:30]=1)=[CH:28][C:27]([N:31]1[C:32]3[CH:37]=[CH:36][C:35]([O:38][CH3:39])=[CH:34][C:33]=3[N:40]=[C:6]1[C:7]([F:8])([F:9])[F:10])=[CH:26][CH:25]=2. (3) Given the reactants [C:1]1([CH:7]([C:30]2[CH:35]=[CH:34][CH:33]=[CH:32][CH:31]=2)[N:8]2[C:16]3[C:11](=[CH:12][CH:13]=[CH:14][CH:15]=3)[CH:10]([C:17]3[C:26]([OH:27])=[CH:25][C:20]4[O:21][CH2:22][CH2:23][O:24][C:19]=4[C:18]=3[F:28])[C:9]2=[O:29])[CH:6]=[CH:5][CH:4]=[CH:3][CH:2]=1.[C:36]1(C(C2C=CC=CC=2)N2C3C(=CC=CC=3)C(C3C=C(C)C(OC)=CC=3O)C2=O)C=CC=CC=1, predict the reaction product. The product is: [C:30]1([CH:7]([C:1]2[CH:2]=[CH:3][CH:4]=[CH:5][CH:6]=2)[N:8]2[C:16]3[C:11](=[CH:12][CH:13]=[CH:14][CH:15]=3)[C:10]3([C:17]4[C:26](=[CH:25][C:20]5[O:21][CH2:22][CH2:23][O:24][C:19]=5[C:18]=4[F:28])[O:27][CH2:36]3)[C:9]2=[O:29])[CH:31]=[CH:32][CH:33]=[CH:34][CH:35]=1. (4) Given the reactants [Cl:1][C:2]1[CH:3]=[CH:4][C:5]([OH:10])=[C:6]([CH:9]=1)[CH:7]=[O:8].C([O-])([O-])=O.[K+].[K+].[C:17]([NH:21][S:22]([CH2:25]Cl)(=[O:24])=[O:23])([CH3:20])([CH3:19])[CH3:18].Cl, predict the reaction product. The product is: [C:17]([NH:21][S:22]([CH2:25][O:10][C:5]1[CH:4]=[CH:3][C:2]([Cl:1])=[CH:9][C:6]=1[CH:7]=[O:8])(=[O:24])=[O:23])([CH3:20])([CH3:19])[CH3:18]. (5) The product is: [Cl:1][C:2]1[CH:7]=[CH:6][C:5]([CH2:8][C:9]2[C:18]3[C:13](=[CH:14][CH:15]=[CH:16][CH:17]=3)[C:12](=[O:19])[N:11]([CH2:20][C@H:21]3[CH2:25][CH2:24][CH2:23][N:22]3[CH2:27][CH2:28][N:29]3[C:30](=[O:39])[C:31]4[C:36](=[CH:35][CH:34]=[CH:33][CH:32]=4)[C:37]3=[O:38])[N:10]=2)=[CH:4][CH:3]=1. Given the reactants [Cl:1][C:2]1[CH:7]=[CH:6][C:5]([CH2:8][C:9]2[C:18]3[C:13](=[CH:14][CH:15]=[CH:16][CH:17]=3)[C:12](=[O:19])[N:11]([CH2:20][C@H:21]3[CH2:25][CH2:24][CH2:23][NH:22]3)[N:10]=2)=[CH:4][CH:3]=1.Br[CH2:27][CH2:28][N:29]1[C:37](=[O:38])[C:36]2[C:31](=[CH:32][CH:33]=[CH:34][CH:35]=2)[C:30]1=[O:39].C(=O)([O-])[O-].[K+].[K+], predict the reaction product.